This data is from Catalyst prediction with 721,799 reactions and 888 catalyst types from USPTO. The task is: Predict which catalyst facilitates the given reaction. (1) Reactant: [CH2:1]([OH:8])[C:2]1[CH:7]=[CH:6][CH:5]=[CH:4][CH:3]=1.[H-].[Na+].Cl[C:12]1[N:13]=[C:14]([OH:22])[C:15]2[CH:21]=[CH:20][N:19]=[CH:18][C:16]=2[N:17]=1. Product: [C:2]1([CH2:1][O:8][C:12]2[N:13]=[C:14]([OH:22])[C:15]3[CH:21]=[CH:20][N:19]=[CH:18][C:16]=3[N:17]=2)[CH:7]=[CH:6][CH:5]=[CH:4][CH:3]=1. The catalyst class is: 3. (2) Reactant: [OH:1][CH2:2][C:3]1[CH:4]=[C:5]2[CH:11]=[C:10]([Si](C)(C)C)[O:9][C:6]2=[CH:7][N:8]=1.[OH-].[Na+]. Product: [O:9]1[C:6]2=[CH:7][N:8]=[C:3]([CH2:2][OH:1])[CH:4]=[C:5]2[CH:11]=[CH:10]1. The catalyst class is: 5. (3) Reactant: [Cl:1][C:2]1[N:11]=[C:10](Cl)[C:9]2[C:4](=[CH:5][CH:6]=[CH:7][CH:8]=2)[N:3]=1.[NH2:13][C:14]1[CH:18]=[C:17]([CH3:19])[NH:16][N:15]=1.C(N(CC)CC)C. Product: [Cl:1][C:2]1[N:11]=[C:10]([NH:13][C:14]2[NH:15][N:16]=[C:17]([CH3:19])[CH:18]=2)[C:9]2[C:4](=[CH:5][CH:6]=[CH:7][CH:8]=2)[N:3]=1. The catalyst class is: 8. (4) The catalyst class is: 221. Reactant: [NH2:1][C:2]1[CH:7]=[CH:6][C:5]([NH:8][C:9]([NH:11][C:12]2[CH:13]=[C:14]3[C:18](=[CH:19][CH:20]=2)[N:17]([CH2:21][CH2:22][N:23]2[CH2:27][CH2:26][CH2:25][CH2:24]2)[N:16]=[CH:15]3)=[O:10])=[CH:4][CH:3]=1.[C:28]1(B(O)O)[CH:33]=[CH:32][CH:31]=[CH:30][CH:29]=1.C(N(CC)CC)C. Product: [C:28]1([NH:1][C:2]2[CH:7]=[CH:6][C:5]([NH:8][C:9]([NH:11][C:12]3[CH:13]=[C:14]4[C:18](=[CH:19][CH:20]=3)[N:17]([CH2:21][CH2:22][N:23]3[CH2:24][CH2:25][CH2:26][CH2:27]3)[N:16]=[CH:15]4)=[O:10])=[CH:4][CH:3]=2)[CH:33]=[CH:32][CH:31]=[CH:30][CH:29]=1.